From a dataset of Forward reaction prediction with 1.9M reactions from USPTO patents (1976-2016). Predict the product of the given reaction. (1) Given the reactants CC1(C)C(C)(C)OB([C:9]2[CH:17]=[CH:16][CH:15]=[C:14]3[C:10]=2[CH:11]=[CH:12][NH:13]3)O1.Br[C:20]1[C:25]([F:26])=[CH:24][CH:23]=[CH:22][C:21]=1[F:27].C(=O)([O-])[O-].[Na+].[Na+], predict the reaction product. The product is: [F:26][C:25]1[CH:24]=[CH:23][CH:22]=[C:21]([F:27])[C:20]=1[C:9]1[CH:17]=[CH:16][CH:15]=[C:14]2[C:10]=1[CH:11]=[CH:12][NH:13]2. (2) Given the reactants [Br:1][C:2]1[C:23]([Cl:24])=[CH:22][C:5]2[N:6]([CH2:9][C:10]3[CH:21]=[CH:20][C:13]4[N:14]=[C:15](S(C)=O)[O:16][C:12]=4[CH:11]=3)[CH:7]=[N:8][C:4]=2[CH:3]=1.[NH2:25][C@@H:26]1[CH2:31][CH2:30][CH2:29][CH2:28][C@H:27]1[OH:32].CCN(C(C)C)C(C)C.O, predict the reaction product. The product is: [Br:1][C:2]1[C:23]([Cl:24])=[CH:22][C:5]2[N:6]([CH2:9][C:10]3[CH:21]=[CH:20][C:13]4[N:14]=[C:15]([NH:25][C@@H:26]5[CH2:31][CH2:30][CH2:29][CH2:28][C@H:27]5[OH:32])[O:16][C:12]=4[CH:11]=3)[CH:7]=[N:8][C:4]=2[CH:3]=1. (3) Given the reactants I[C:2]1[CH:7]=[CH:6][N:5]=[CH:4][C:3]=1[N:8]([CH2:16][CH:17]1[CH2:21][CH2:20][O:19][CH2:18]1)[C:9](=[O:15])[O:10][C:11]([CH3:14])([CH3:13])[CH3:12].[F:22][C:23]1[CH:28]=[CH:27][C:26](B(O)O)=[C:25]([O:32][CH3:33])[CH:24]=1, predict the reaction product. The product is: [F:22][C:23]1[CH:28]=[CH:27][C:26]([C:2]2[CH:7]=[CH:6][N:5]=[CH:4][C:3]=2[N:8]([CH2:16][CH:17]2[CH2:21][CH2:20][O:19][CH2:18]2)[C:9](=[O:15])[O:10][C:11]([CH3:14])([CH3:13])[CH3:12])=[C:25]([O:32][CH3:33])[CH:24]=1. (4) Given the reactants Cl.[N+:2]([C:5]1[CH:10]=[CH:9][C:8]([NH:11][CH:12]2[CH2:17][CH2:16][NH:15][CH2:14][CH2:13]2)=[CH:7][CH:6]=1)([O-:4])=[O:3].[C:18]([O-:21])([O-])=O.[K+].[K+].Br[CH2:25]CF, predict the reaction product. The product is: [N+:2]([C:5]1[CH:10]=[CH:9][C:8]([NH:11][CH:12]2[CH2:17][CH2:16][N:15]([CH:18]([OH:21])[CH3:25])[CH2:14][CH2:13]2)=[CH:7][CH:6]=1)([O-:4])=[O:3]. (5) Given the reactants [F:1][C:2]1[C:7]([C:8]([OH:10])=O)=[CH:6][CH:5]=[C:4]([F:11])[N:3]=1.[C:12](NC1C=CC=CC=1)([CH3:15])([CH3:14])[CH3:13].[CH:23]1[CH:24]=[CH:25][C:26]2[N:31](O)N=N[C:27]=2[CH:28]=1.CCN=C=NCCCN(C)C.CCN(C(C)C)C(C)C, predict the reaction product. The product is: [C:12]([C:23]1[CH:28]=[CH:27][C:26]([NH:31][C:8](=[O:10])[C:7]2[CH:6]=[CH:5][C:4]([F:11])=[N:3][C:2]=2[F:1])=[CH:25][CH:24]=1)([CH3:15])([CH3:14])[CH3:13].